From a dataset of Full USPTO retrosynthesis dataset with 1.9M reactions from patents (1976-2016). Predict the reactants needed to synthesize the given product. (1) Given the product [C:20]([N:6]1[C:7]2[C:8]3=[N:17][C:16]([CH3:18])=[C:15]([CH3:19])[N:9]3[CH:10]=[CH:11][C:12]=2[C@@H:13]([OH:14])[C@H:4]([OH:32])[C@H:5]1[C:23]1[CH:28]=[CH:27][CH:26]=[CH:25][CH:24]=1)(=[O:22])[CH3:21], predict the reactants needed to synthesize it. The reactants are: C([C@@H:4]1[C:13](=[O:14])[C:12]2[CH:11]=[CH:10][N:9]3[C:15]([CH3:19])=[C:16]([CH3:18])[N:17]=[C:8]3[C:7]=2[N:6]([C:20](=[O:22])[CH3:21])[C@H:5]1[C:23]1[CH:28]=[CH:27][CH:26]=[CH:25][CH:24]=1)(=O)C.[BH4-].[Na+].C(=O)([O-])[O-:32].[K+].[K+]. (2) Given the product [Br:1][C:2]1[CH:7]=[CH:6][N:5]2[CH:8]=[C:9]([C:11]3[CH:12]=[CH:13][C:14]([O:17][CH2:29][F:30])=[CH:15][CH:16]=3)[N:10]=[C:4]2[CH:3]=1, predict the reactants needed to synthesize it. The reactants are: [Br:1][C:2]1[CH:7]=[CH:6][N:5]2[CH:8]=[C:9]([C:11]3[CH:16]=[CH:15][C:14]([OH:17])=[CH:13][CH:12]=3)[N:10]=[C:4]2[CH:3]=1.CC1C=CC(S(O[CH2:29][F:30])(=O)=O)=CC=1. (3) Given the product [F:30][C:28]1[CH:29]=[C:24]([S:21]([C:18]2[CH:19]=[CH:20][C:14]3[CH:11]4[CH2:12][CH2:13][NH:8][CH2:9][CH:10]4[O:16][C:15]=3[CH:17]=2)(=[O:23])=[O:22])[CH:25]=[C:26]([O:31][CH2:32][CH2:52][CH2:51][N:47]2[CH2:44][CH2:46][CH2:50][C@H:48]2[CH3:49])[CH:27]=1, predict the reactants needed to synthesize it. The reactants are: C(OC([N:8]1[CH2:13][CH2:12][CH:11]2[C:14]3[CH:20]=[CH:19][C:18]([S:21]([C:24]4[CH:29]=[C:28]([F:30])[CH:27]=[C:26]([O:31][CH2:32]CCCl)[CH:25]=4)(=[O:23])=[O:22])=[CH:17][C:15]=3[O:16][CH:10]2[CH2:9]1)=O)(C)(C)C.[I-].[Na+].C(=O)([O-])[O-].[K+].[K+].[CH:44]([N:47]([CH2:51][CH3:52])[CH:48]([CH3:50])[CH3:49])([CH3:46])C.C(#N)C. (4) Given the product [ClH:28].[ClH:28].[NH:22]1[CH:23]=[CH:24][N:25]=[C:21]1[NH:20][C:19](=[O:26])[CH2:18][CH2:17][CH2:16][CH2:15][CH2:14][CH2:13][CH2:12][CH2:11][CH2:10][CH2:9][CH2:8][NH2:7], predict the reactants needed to synthesize it. The reactants are: C(OC(=O)[NH:7][CH2:8][CH2:9][CH2:10][CH2:11][CH2:12][CH2:13][CH2:14][CH2:15][CH2:16][CH2:17][CH2:18][C:19](=[O:26])[NH:20][C:21]1[NH:22][CH:23]=[CH:24][N:25]=1)(C)(C)C.[ClH:28].O1CCOCC1. (5) Given the product [ClH:16].[Cl:16][C:17]1[CH:18]=[C:19]2[C:24](=[CH:25][CH:26]=1)[CH:23]=[C:22]([S:27]([N:30]1[CH2:35][CH2:34][N:33]([C:11]([C:9]3[S:8][C:5]4[CH2:6][NH:7][CH:2]([CH3:1])[CH2:3][C:4]=4[N:10]=3)=[O:13])[CH:32]([C:36](=[O:41])[NH:37][CH:38]([CH3:39])[CH3:40])[CH2:31]1)(=[O:28])=[O:29])[CH:21]=[CH:20]2, predict the reactants needed to synthesize it. The reactants are: [CH3:1][CH:2]1[NH:7][CH2:6][C:5]2[S:8][C:9]([C:11]([O-:13])=O)=[N:10][C:4]=2[CH2:3]1.[Li+].Cl.[Cl:16][C:17]1[CH:18]=[C:19]2[C:24](=[CH:25][CH:26]=1)[CH:23]=[C:22]([S:27]([N:30]1[CH2:35][CH2:34][NH:33][CH:32]([C:36](=[O:41])[NH:37][CH:38]([CH3:40])[CH3:39])[CH2:31]1)(=[O:29])=[O:28])[CH:21]=[CH:20]2. (6) Given the product [OH:32][NH:34][C:22]([C:20]1[CH:19]=[CH:18][C:16]2[CH2:17][N:11]([C:9]([N:6]3[CH2:5][CH2:4][CH:3]([O:2][CH3:1])[CH2:8][CH2:7]3)=[O:10])[C@@H:12]([C:26]3[CH:31]=[CH:30][CH:29]=[CH:28][CH:27]=3)[CH2:13][O:14][C:15]=2[CH:21]=1)=[O:23], predict the reactants needed to synthesize it. The reactants are: [CH3:1][O:2][CH:3]1[CH2:8][CH2:7][N:6]([C:9]([N:11]2[CH2:17][C:16]3[CH:18]=[CH:19][C:20]([C:22](OC)=[O:23])=[CH:21][C:15]=3[O:14][CH2:13][C@@H:12]2[C:26]2[CH:31]=[CH:30][CH:29]=[CH:28][CH:27]=2)=[O:10])[CH2:5][CH2:4]1.[OH-:32].[Na+].[NH2:34]O. (7) The reactants are: [N:1]12[CH2:8][CH2:7][C:4]([C:9]([C:17]3[CH:22]=[CH:21][CH:20]=[CH:19][CH:18]=3)([C:11]3[CH:16]=[CH:15][CH:14]=[CH:13][CH:12]=3)[OH:10])([CH2:5][CH2:6]1)[CH2:3][CH2:2]2.[Br:23][CH2:24][CH2:25][CH2:26][O:27][C:28]1[CH:33]=[CH:32][CH:31]=[CH:30][C:29]=1[Br:34]. Given the product [Br-:23].[Br:34][C:29]1[CH:30]=[CH:31][CH:32]=[CH:33][C:28]=1[O:27][CH2:26][CH2:25][CH2:24][N+:1]12[CH2:6][CH2:5][C:4]([C:9]([OH:10])([C:17]3[CH:22]=[CH:21][CH:20]=[CH:19][CH:18]=3)[C:11]3[CH:12]=[CH:13][CH:14]=[CH:15][CH:16]=3)([CH2:3][CH2:2]1)[CH2:7][CH2:8]2, predict the reactants needed to synthesize it. (8) Given the product [OH:30]/[N:29]=[CH:1]/[C:3]1[CH:8]=[CH:7][C:6]([N:9]2[CH2:14][CH2:13][N:12]([C:15]([O:17][C:18]([CH3:21])([CH3:20])[CH3:19])=[O:16])[CH2:11][CH2:10]2)=[CH:5][CH:4]=1, predict the reactants needed to synthesize it. The reactants are: [CH:1]([C:3]1[CH:8]=[CH:7][C:6]([N:9]2[CH2:14][CH2:13][N:12]([C:15]([O:17][C:18]([CH3:21])([CH3:20])[CH3:19])=[O:16])[CH2:11][CH2:10]2)=[CH:5][CH:4]=1)=O.C([O-])([O-])=O.[K+].[K+].Cl.[NH2:29][OH:30]. (9) Given the product [CH2:26]([O:33][C:34](=[O:48])[C@H:35]([CH2:37][C:38]([O:40][CH2:41][C:42]1[CH:43]=[CH:44][CH:45]=[CH:46][CH:47]=1)=[O:39])[NH:36][C:12]([C:9]1([NH:8][C:6]([O:5][C:1]([CH3:2])([CH3:3])[CH3:4])=[O:7])[CH2:10][CH2:11]1)=[O:14])[C:27]1[CH:28]=[CH:29][CH:30]=[CH:31][CH:32]=1, predict the reactants needed to synthesize it. The reactants are: [C:1]([O:5][C:6]([NH:8][C:9]1([C:12]([OH:14])=O)[CH2:11][CH2:10]1)=[O:7])([CH3:4])([CH3:3])[CH3:2].S(C1C=CC(C)=CC=1)(O)(=O)=O.[CH2:26]([O:33][C:34](=[O:48])[C@H:35]([CH2:37][C:38]([O:40][CH2:41][C:42]1[CH:47]=[CH:46][CH:45]=[CH:44][CH:43]=1)=[O:39])[NH2:36])[C:27]1[CH:32]=[CH:31][CH:30]=[CH:29][CH:28]=1.CCN=C=NCCCN(C)C.Cl.ON1C2C=CC=CC=2N=N1.C(N(CC)C(C)C)(C)C.Cl.